From a dataset of Forward reaction prediction with 1.9M reactions from USPTO patents (1976-2016). Predict the product of the given reaction. (1) Given the reactants [F:1][C:2]1[CH:7]=[CH:6][CH:5]=[CH:4][C:3]=1[CH:8]=[CH:9][C:10](=[O:12])[CH3:11].C[O:14][C:15]1C=CC=C[C:16]=1C1CC(=O)CC(=O)C1, predict the reaction product. The product is: [F:1][C:2]1[CH:7]=[CH:6][CH:5]=[CH:4][C:3]=1[CH:8]1[CH2:16][C:15](=[O:14])[CH2:11][C:10](=[O:12])[CH2:9]1. (2) Given the reactants Cl[C:2]1[CH:7]=[CH:6][N:5]=[C:4]([C:8]2[CH:13]=[C:12]([OH:14])[CH:11]=[C:10]([CH2:15][N:16]([CH3:24])[CH2:17][C:18]3[CH:23]=[CH:22][CH:21]=[CH:20][N:19]=3)[N:9]=2)[CH:3]=1.[NH:25]1[CH2:29][CH2:28][CH2:27][CH2:26]1, predict the reaction product. The product is: [CH3:24][N:16]([CH2:15][C:10]1[N:9]=[C:8]([C:4]2[CH:3]=[C:2]([N:25]3[CH2:29][CH2:28][CH2:27][CH2:26]3)[CH:7]=[CH:6][N:5]=2)[CH:13]=[C:12]([OH:14])[CH:11]=1)[CH2:17][C:18]1[CH:23]=[CH:22][CH:21]=[CH:20][N:19]=1. (3) Given the reactants [CH3:1][C@@H:2]1[CH2:7][N:6]([C:8]2[C:13]([CH2:14][OH:15])=[CH:12][CH:11]=[C:10]([F:16])[N:9]=2)[CH2:5][C@H:4]([CH3:17])[O:3]1.C[N+]1([O-])CCOCC1.C(#N)C, predict the reaction product. The product is: [CH3:17][C@@H:4]1[CH2:5][N:6]([C:8]2[N:9]=[C:10]([F:16])[CH:11]=[CH:12][C:13]=2[CH:14]=[O:15])[CH2:7][C@H:2]([CH3:1])[O:3]1. (4) The product is: [CH:20]([C:17]1[CH:18]=[CH:19][C:14]([C:13]2[CH:3]3[CH:4]([NH:5][C:6](=[O:10])[C:7]([C:8]#[N:9])=[C:2]3[OH:1])[S:11][CH:12]=2)=[CH:15][CH:16]=1)=[O:21]. Given the reactants [OH:1][C:2]1[CH:3]2[C:13]([C:14]3[CH:19]=[CH:18][C:17]([CH2:20][OH:21])=[CH:16][CH:15]=3)=[CH:12][S:11][CH:4]2[NH:5][C:6](=[O:10])[C:7]=1[C:8]#[N:9].C[N+]1([O-])CCOCC1, predict the reaction product.